From a dataset of Reaction yield outcomes from USPTO patents with 853,638 reactions. Predict the reaction yield, written as a fraction of the theoretical maximum amount of product (1.0 means a 100% yield; for example, 0.34 means a 34% yield). (1) The product is [C:15]([C:4]1[CH:3]=[C:2]([NH2:1])[N:6]([C:7]2[CH:8]=[CH:9][C:10]([Cl:14])=[C:11]([O:13][Si:19]([C:22]([CH3:25])([CH3:24])[CH3:23])([CH3:21])[CH3:20])[CH:12]=2)[N:5]=1)([CH3:18])([CH3:17])[CH3:16]. The catalyst is CN(C=O)C. The reactants are [NH2:1][C:2]1[N:6]([C:7]2[CH:8]=[CH:9][C:10]([Cl:14])=[C:11]([OH:13])[CH:12]=2)[N:5]=[C:4]([C:15]([CH3:18])([CH3:17])[CH3:16])[CH:3]=1.[Si:19](Cl)([C:22]([CH3:25])([CH3:24])[CH3:23])([CH3:21])[CH3:20].N1C=CN=C1.C(=O)(O)[O-].[Na+]. The yield is 0.960. (2) The reactants are [N:1]1[CH:6]=[CH:5][C:4]([NH:7][C:8](=[O:15])OCC(Cl)(Cl)Cl)=[CH:3][CH:2]=1.[S:16]1[CH:20]=[CH:19][CH:18]=[C:17]1[C:21]1[N:25]=[C:24]([N:26]2[CH2:31][CH2:30][NH:29][CH2:28][CH2:27]2)[S:23][N:22]=1.C(N(C(C)C)CC)(C)C.O. The catalyst is CS(C)=O. The product is [N:1]1[CH:2]=[CH:3][C:4]([NH:7][C:8]([N:29]2[CH2:28][CH2:27][N:26]([C:24]3[S:23][N:22]=[C:21]([C:17]4[S:16][CH:20]=[CH:19][CH:18]=4)[N:25]=3)[CH2:31][CH2:30]2)=[O:15])=[CH:5][CH:6]=1. The yield is 0.186. (3) The reactants are [CH2:1]([C:3]1[CH:17]=[CH:16][C:6]([O:7][C:8]2[CH:15]=[CH:14][C:11]([CH:12]=[O:13])=[CH:10][CH:9]=2)=[CH:5][CH:4]=1)[CH3:2].CC(=CC)C.O.O.P([O-])(O)(O)=[O:26].[Na+].Cl([O-])=O.[Na+]. The catalyst is O.C(O)(C)(C)C. The product is [CH2:1]([C:3]1[CH:17]=[CH:16][C:6]([O:7][C:8]2[CH:15]=[CH:14][C:11]([C:12]([OH:26])=[O:13])=[CH:10][CH:9]=2)=[CH:5][CH:4]=1)[CH3:2]. The yield is 1.00.